This data is from Full USPTO retrosynthesis dataset with 1.9M reactions from patents (1976-2016). The task is: Predict the reactants needed to synthesize the given product. (1) Given the product [CH3:20][C:21]1[S:24][C:3]([C:4]([NH:6][CH2:7][C:8]2[N:9]=[C:10]([C:13]3[CH:18]=[CH:17][N:16]=[CH:15][CH:14]=3)[NH:11][CH:12]=2)=[O:5])=[CH:2][CH:22]=1, predict the reactants needed to synthesize it. The reactants are: O[C:2]1[CH:22]=[C:21](O)[CH:20]=C[C:3]=1[C:4]([NH:6][CH2:7][C:8]1[N:9]=[C:10]([C:13]2[CH:18]=[CH:17][N:16]=[CH:15][CH:14]=2)[NH:11][CH:12]=1)=[O:5].[S:24]1C=CC=C1C(O)=O.OC1C=C(O)C=CC=1C(O)=O. (2) Given the product [OH:38][C:39]([CH3:44])([CH3:43])[C:40]([N:22]1[CH2:21][CH2:20][C:18]2[N:19]=[C:14]([C:11]3[CH:10]=[CH:9][C:8]([NH:7][C:5]([NH:4][CH2:3][CH2:2][OH:1])=[O:6])=[CH:13][CH:12]=3)[N:15]=[C:16]([N:24]3[CH2:29][CH2:28][O:27][CH2:26][C@@H:25]3[CH3:30])[C:17]=2[CH2:23]1)=[O:41], predict the reactants needed to synthesize it. The reactants are: [OH:1][CH2:2][CH2:3][NH:4][C:5]([NH:7][C:8]1[CH:13]=[CH:12][C:11]([C:14]2[N:15]=[C:16]([N:24]3[CH2:29][CH2:28][O:27][CH2:26][C@@H:25]3[CH3:30])[C:17]3[CH2:23][NH:22][CH2:21][CH2:20][C:18]=3[N:19]=2)=[CH:10][CH:9]=1)=[O:6].C[C@@H]1NCCOC1.[OH:38][C:39]([CH3:44])([CH3:43])[C:40](O)=[O:41]. (3) Given the product [CH2:1]([O:8][C:9](=[O:33])[NH:10][C@@H:11]1[C@@H:16]([C:17]2[CH:22]=[C:21]([F:23])[C:20]([F:24])=[CH:19][C:18]=2[F:25])[CH2:15][CH2:14][N:13]([C:26]2[N:27]=[N:28][C:29]([C:38]3[CH:39]=[CH:40][C:35]([F:34])=[CH:36][CH:37]=3)=[CH:30][CH:31]=2)[CH2:12]1)[C:2]1[CH:7]=[CH:6][CH:5]=[CH:4][CH:3]=1, predict the reactants needed to synthesize it. The reactants are: [CH2:1]([O:8][C:9](=[O:33])[NH:10][C@@H:11]1[C@@H:16]([C:17]2[CH:22]=[C:21]([F:23])[C:20]([F:24])=[CH:19][C:18]=2[F:25])[CH2:15][CH2:14][N:13]([C:26]2[N:27]=[N:28][C:29](Cl)=[CH:30][CH:31]=2)[CH2:12]1)[C:2]1[CH:7]=[CH:6][CH:5]=[CH:4][CH:3]=1.[F:34][C:35]1[CH:40]=[CH:39][C:38](B(O)O)=[CH:37][CH:36]=1.C(=O)([O-])[O-].[Na+].[Na+]. (4) Given the product [Cl:1][C:2]1[N:10]=[C:9]2[C:5]([N:6]=[CH:7][N:8]2[CH:11]2[CH2:15][CH2:14][S:13][CH2:12]2)=[C:4]([NH:31][C:28]2[CH:29]=[CH:30][C:25]([O:24][C:23]([F:22])([F:32])[F:33])=[CH:26][CH:27]=2)[N:3]=1, predict the reactants needed to synthesize it. The reactants are: [Cl:1][C:2]1[N:10]=[C:9]2[C:5]([N:6]=[CH:7][N:8]2[CH:11]2[CH2:15][CH2:14][S:13][CH2:12]2)=[C:4](Cl)[N:3]=1.C(O)CCC.[F:22][C:23]([F:33])([F:32])[O:24][C:25]1[CH:30]=[CH:29][C:28]([NH2:31])=[CH:27][CH:26]=1. (5) Given the product [C:38]([NH:1][C:2]1[C:3]([CH3:28])=[C:4]([C:8]2[CH:16]=[CH:15][C:14]([C:17]([NH2:19])=[O:18])=[C:13]3[C:9]=2[CH:10]=[C:11]([C:20]2[CH2:25][CH2:24][C:23]([F:27])([F:26])[CH2:22][CH:21]=2)[NH:12]3)[CH:5]=[CH:6][CH:7]=1)(=[O:41])[CH:39]=[CH2:40], predict the reactants needed to synthesize it. The reactants are: [NH2:1][C:2]1[C:3]([CH3:28])=[C:4]([C:8]2[CH:16]=[CH:15][C:14]([C:17]([NH2:19])=[O:18])=[C:13]3[C:9]=2[CH:10]=[C:11]([C:20]2[CH2:25][CH2:24][C:23]([F:27])([F:26])[CH2:22][CH:21]=2)[NH:12]3)[CH:5]=[CH:6][CH:7]=1.CCN(C(C)C)C(C)C.[C:38](Cl)(=[O:41])[CH:39]=[CH2:40].